This data is from Full USPTO retrosynthesis dataset with 1.9M reactions from patents (1976-2016). The task is: Predict the reactants needed to synthesize the given product. (1) The reactants are: Br[CH2:2][C:3](=O)[C:4]([CH3:7])([CH3:6])[CH3:5].[NH2:9][C:10]1[N:19]=[CH:18][CH:17]=[CH:16][C:11]=1[C:12]([O:14][CH3:15])=[O:13]. Given the product [C:4]([C:3]1[N:9]=[C:10]2[C:11]([C:12]([O:14][CH3:15])=[O:13])=[CH:16][CH:17]=[CH:18][N:19]2[CH:2]=1)([CH3:7])([CH3:6])[CH3:5], predict the reactants needed to synthesize it. (2) The reactants are: C([Si](C)(C)[O:6][C@@H:7]1[CH2:12][CH2:11][C@H:10]([N:13]2[CH2:17][CH2:16][CH2:15][C:14]2=[O:18])[CH2:9][CH2:8]1)(C)(C)C.[Li+].[CH3:22]C([N-]C(C)C)C.BrC[C:31]1[C:40]2[C:35](=[CH:36][CH:37]=[CH:38][CH:39]=2)[CH:34]=[CH:33][CH:32]=1.Cl. Given the product [OH:6][C@@H:7]1[CH2:8][CH2:9][C@H:10]([N:13]2[CH2:17][CH2:16][CH:15]([CH2:22][C:33]3[CH:32]=[CH:31][C:40]4[C:35](=[CH:36][CH:37]=[CH:38][CH:39]=4)[CH:34]=3)[C:14]2=[O:18])[CH2:11][CH2:12]1, predict the reactants needed to synthesize it. (3) The reactants are: [O:1]1[CH2:6][CH2:5]O[CH2:3][CH2:2]1.Br[C:8]1[CH:9]=[C:10]([CH:13]=[CH:14][C:15]=1[N:16]1[CH2:21][CH2:20][O:19][CH2:18][CH2:17]1)[CH:11]=[O:12].C([Sn](CCCC)(CCCC)C1OC=CC=1)CCC.[F-].[K+]. Given the product [O:1]1[CH:6]=[CH:5][CH:3]=[C:2]1[C:8]1[CH:9]=[C:10]([CH:13]=[CH:14][C:15]=1[N:16]1[CH2:21][CH2:20][O:19][CH2:18][CH2:17]1)[CH:11]=[O:12], predict the reactants needed to synthesize it. (4) Given the product [Cl:1][C:2]1[CH:24]=[C:23]([Cl:25])[CH:22]=[CH:21][C:3]=1[CH2:4][N:5]1[C:9](/[CH:10]=[CH:11]/[C:12]([O:14][CH2:15][CH3:16])=[O:13])=[CH:8][C:7]([OH:17])=[N:6]1, predict the reactants needed to synthesize it. The reactants are: [Cl:1][C:2]1[CH:24]=[C:23]([Cl:25])[CH:22]=[CH:21][C:3]=1[CH2:4][N:5]1[C:9](/[CH:10]=[CH:11]/[C:12]([O:14][CH2:15][CH3:16])=[O:13])=[CH:8][C:7]([O:17]COC)=[N:6]1.Cl. (5) Given the product [CH2:1]([O:3][C:4](=[O:40])[CH2:5][O:6][C:7]1[C:12]([CH3:13])=[CH:11][C:10]([NH:14][CH2:15][C:16]2[S:20][C:19]([C:21]3[CH:22]=[CH:23][C:24]([C:27]([F:29])([F:28])[F:30])=[CH:25][CH:26]=3)=[N:18][C:17]=2[CH3:31])=[CH:9][C:8]=1[CH3:39])[CH3:2], predict the reactants needed to synthesize it. The reactants are: [CH2:1]([O:3][C:4](=[O:40])[CH2:5][O:6][C:7]1[C:12]([CH3:13])=[CH:11][C:10]([N:14](C(OC(C)(C)C)=O)[CH2:15][C:16]2[S:20][C:19]([C:21]3[CH:26]=[CH:25][C:24]([C:27]([F:30])([F:29])[F:28])=[CH:23][CH:22]=3)=[N:18][C:17]=2[CH3:31])=[CH:9][C:8]=1[CH3:39])[CH3:2].C(O)(C(F)(F)F)=O. (6) Given the product [CH2:27]([N:29]1[C:33]([CH3:34])=[C:32]([S:35]([N:51]2[CH2:52][CH2:53][CH:48]([O:47][C:44]3[CH:45]=[CH:46][C:41]([CH3:54])=[CH:42][CH:43]=3)[CH2:49][CH2:50]2)(=[O:37])=[O:36])[C:31]([CH3:39])=[N:30]1)[CH3:28], predict the reactants needed to synthesize it. The reactants are: ClC1C=C(C=CC=1Cl)OC1CCN(S(C2C(C)=NN(C)C=2C)(=O)=O)CC1.[CH2:27]([N:29]1[C:33]([CH3:34])=[C:32]([S:35](Cl)(=[O:37])=[O:36])[C:31]([CH3:39])=[N:30]1)[CH3:28].Cl.[C:41]1([CH3:54])[CH:46]=[CH:45][C:44]([O:47][CH:48]2[CH2:53][CH2:52][NH:51][CH2:50][CH2:49]2)=[CH:43][CH:42]=1.